Dataset: Full USPTO retrosynthesis dataset with 1.9M reactions from patents (1976-2016). Task: Predict the reactants needed to synthesize the given product. Given the product [CH3:1][C:2]1[NH:3][C:4]2[CH:10]=[C:9]([C:11]3[O:22][C:15]([C:16]4[CH:17]=[CH:18][CH:19]=[CH:20][CH:21]=4)=[CH:14][N:13]=3)[CH:8]=[CH:7][C:5]=2[N:6]=1, predict the reactants needed to synthesize it. The reactants are: [CH3:1][C:2]1[NH:3][C:4]2[CH:10]=[C:9]([C:11]([NH:13][CH2:14][C:15](=[O:22])[C:16]3[CH:21]=[CH:20][CH:19]=[CH:18][CH:17]=3)=O)[CH:8]=[CH:7][C:5]=2[N:6]=1.